The task is: Predict the reactants needed to synthesize the given product.. This data is from Full USPTO retrosynthesis dataset with 1.9M reactions from patents (1976-2016). (1) The reactants are: [NH2:1][C:2]1[C:3]([C:7]([OH:9])=O)=[N:4][S:5][N:6]=1.[Br:10][C:11]1[CH:12]=[C:13]([CH:15]=[CH:16][C:17]=1[F:18])[NH2:14].F[P-](F)(F)(F)(F)F.N1(OC(N(C)C)=[N+](C)C)C2C=CC=CC=2N=N1.C(N(CC)C(C)C)(C)C. Given the product [NH2:1][C:2]1[C:3]([C:7]([NH:14][C:13]2[CH:15]=[CH:16][C:17]([F:18])=[C:11]([Br:10])[CH:12]=2)=[O:9])=[N:4][S:5][N:6]=1, predict the reactants needed to synthesize it. (2) Given the product [P:1]([OH:43])([OH:42])([O:3][CH2:4][N:5]1[CH:10]=[CH:9][C:8]([NH:11][C:12](=[O:32])[C:13]2[CH:18]=[C:17]([C:19]([F:20])([F:22])[F:21])[CH:16]=[CH:15][C:14]=2[O:23][C:24]2[CH:29]=[CH:28][C:27]([F:30])=[CH:26][C:25]=2[CH3:31])=[CH:7][C:6]1=[O:33])=[O:2], predict the reactants needed to synthesize it. The reactants are: [P:1]([O-:43])([O-:42])([O:3][C:4](C(C)(C)C)(C(C)(C)C)[N:5]1[CH:10]=[CH:9][C:8]([NH:11][C:12](=[O:32])[C:13]2[CH:18]=[C:17]([C:19]([F:22])([F:21])[F:20])[CH:16]=[CH:15][C:14]=2[O:23][C:24]2[CH:29]=[CH:28][C:27]([F:30])=[CH:26][C:25]=2[CH3:31])=[CH:7][C:6]1=[O:33])=[O:2]. (3) Given the product [Cl:1][C:2]1[CH:3]=[CH:4][C:5]([CH2:6][NH:7][C:8]([C:10]2[C:11](=[O:23])[C:12]3[S:19][C:18]([CH2:20][N:27]([CH2:28][CH:29]([OH:30])[C:31]4[CH:32]=[CH:33][N:34]=[CH:35][CH:36]=4)[CH3:26])=[C:17]([CH3:22])[C:13]=3[N:14]([CH3:16])[CH:15]=2)=[O:9])=[CH:24][CH:25]=1, predict the reactants needed to synthesize it. The reactants are: [Cl:1][C:2]1[CH:25]=[CH:24][C:5]([CH2:6][NH:7][C:8]([C:10]2[C:11](=[O:23])[C:12]3[S:19][C:18]([CH2:20]Cl)=[C:17]([CH3:22])[C:13]=3[N:14]([CH3:16])[CH:15]=2)=[O:9])=[CH:4][CH:3]=1.[CH3:26][NH:27][CH2:28][CH:29]([C:31]1[CH:36]=[CH:35][N:34]=[CH:33][CH:32]=1)[OH:30].C(N(C(C)C)CC)(C)C. (4) Given the product [CH2:1]([N:3]([CH2:20][CH3:21])[CH2:4][CH2:5][NH:6][C:37]([C:27]1[C:26]2[C:31](=[CH:32][C:33]3[C:24]([N:25]=2)=[C:23]([I:22])[CH:36]=[CH:35][CH:34]=3)[CH:30]=[CH:29][CH:28]=1)=[O:39])[CH3:2], predict the reactants needed to synthesize it. The reactants are: [CH2:1]([N:3]([CH2:20][CH3:21])[CH2:4][CH2:5][NH:6]C(C1C=CC2C(=CC=C(I)C=2)C=1)=O)[CH3:2].[I:22][C:23]1[CH:36]=[CH:35][CH:34]=[C:33]2[C:24]=1[N:25]=[C:26]1[C:31](=[CH:32]2)[CH:30]=[CH:29][CH:28]=[C:27]1[C:37]([O:39]C)=O.[K+].[Br-].C(N(CC)CCNC(C1NC2C(C=1)=CC(I)=CC=2)=O)C.C(N(CC)CCNC(C1SC2C=CC=C(I)C=2C=1)=O)C. (5) Given the product [CH3:1][C:2]([CH3:22])([CH2:20][CH3:21])[C:3](=[O:19])[C:4]([CH:6]1[CH2:11][CH2:10][CH2:9][NH:8][NH:7]1)=[O:5], predict the reactants needed to synthesize it. The reactants are: [CH3:1][C:2]([CH3:22])([CH2:20][CH3:21])[C:3](=[O:19])[C:4]([CH:6]1[CH2:11][CH2:10][CH2:9][NH:8][N:7]1CC1C=CC=CC=1)=[O:5].